From a dataset of Catalyst prediction with 721,799 reactions and 888 catalyst types from USPTO. Predict which catalyst facilitates the given reaction. (1) Reactant: Br[C:2]1[CH:3]=[C:4]2[C:9](=[CH:10][CH:11]=1)[C:8](=[O:12])[NH:7][N:6]=[C:5]2[Cl:13].[N:14]1([CH2:20][C:21]2[CH:28]=[CH:27][CH:26]=[CH:25][C:22]=2[CH2:23][NH2:24])[CH2:19][CH2:18][O:17][CH2:16][CH2:15]1.C1C=CC(P(C2C(C3C(P(C4C=CC=CC=4)C4C=CC=CC=4)=CC=C4C=3C=CC=C4)=C3C(C=CC=C3)=CC=2)C2C=CC=CC=2)=CC=1.CC([O-])(C)C.[Na+]. Product: [Cl:13][C:5]1[C:4]2[C:9](=[CH:10][CH:11]=[C:2]([NH:24][CH2:23][C:22]3[CH:25]=[CH:26][CH:27]=[CH:28][C:21]=3[CH2:20][N:14]3[CH2:19][CH2:18][O:17][CH2:16][CH2:15]3)[CH:3]=2)[C:8](=[O:12])[NH:7][N:6]=1. The catalyst class is: 686. (2) Reactant: F[C:2]1[CH:7]=[C:6]([F:8])[CH:5]=[CH:4][C:3]=1/[CH:9]=[CH:10]/[C:11]1[CH:16]=[CH:15][C:14]([S:17]([C:20]2[CH:25]=[CH:24][CH:23]=[CH:22][C:21]=2[C:26](=[O:28])[CH3:27])(=[O:19])=[O:18])=[CH:13][CH:12]=1.[CH3:29][Mg]Br. Product: [F:8][C:6]1[CH:5]=[CH:4][C:3](/[CH:9]=[CH:10]/[C:11]2[CH:16]=[CH:15][C:14]([S:17]([C:20]3[CH:25]=[CH:24][CH:23]=[CH:22][C:21]=3[C:26]([OH:28])([CH3:29])[CH3:27])(=[O:18])=[O:19])=[CH:13][CH:12]=2)=[CH:2][CH:7]=1. The catalyst class is: 1. (3) Reactant: [C:1]([O:5][C:6](=[O:44])[NH:7][CH2:8][C:9]1[C:14]([C:15]2[CH:20]=[CH:19][C:18]([Cl:21])=[CH:17][C:16]=2[Cl:22])=[CH:13][N:12]2[C:23]([N:26]3[CH2:31][CH2:30][N:29](S(C4C=CC=CC=4[N+]([O-])=O)(=O)=O)[CH2:28][CH2:27]3)=[CH:24][N:25]=[C:11]2[CH:10]=1)([CH3:4])([CH3:3])[CH3:2].O[Li].O.SCC(O)=O.C([O-])(O)=O.[Na+]. Product: [C:1]([O:5][C:6](=[O:44])[NH:7][CH2:8][C:9]1[C:14]([C:15]2[CH:20]=[CH:19][C:18]([Cl:21])=[CH:17][C:16]=2[Cl:22])=[CH:13][N:12]2[C:23]([N:26]3[CH2:31][CH2:30][NH:29][CH2:28][CH2:27]3)=[CH:24][N:25]=[C:11]2[CH:10]=1)([CH3:4])([CH3:2])[CH3:3]. The catalyst class is: 3.